Dataset: NCI-60 drug combinations with 297,098 pairs across 59 cell lines. Task: Regression. Given two drug SMILES strings and cell line genomic features, predict the synergy score measuring deviation from expected non-interaction effect. (1) Drug 1: C1CCC(CC1)NC(=O)N(CCCl)N=O. Drug 2: CCCS(=O)(=O)NC1=C(C(=C(C=C1)F)C(=O)C2=CNC3=C2C=C(C=N3)C4=CC=C(C=C4)Cl)F. Cell line: HCC-2998. Synergy scores: CSS=-3.02, Synergy_ZIP=4.44, Synergy_Bliss=2.19, Synergy_Loewe=-10.1, Synergy_HSA=-9.72. (2) Drug 1: CC12CCC(CC1=CCC3C2CCC4(C3CC=C4C5=CN=CC=C5)C)O. Drug 2: C(CC(=O)O)C(=O)CN.Cl. Cell line: OVCAR-8. Synergy scores: CSS=3.21, Synergy_ZIP=1.21, Synergy_Bliss=4.97, Synergy_Loewe=0.168, Synergy_HSA=2.78. (3) Drug 1: CC1=C(C=C(C=C1)NC(=O)C2=CC=C(C=C2)CN3CCN(CC3)C)NC4=NC=CC(=N4)C5=CN=CC=C5. Drug 2: CS(=O)(=O)OCCCCOS(=O)(=O)C. Cell line: DU-145. Synergy scores: CSS=-0.613, Synergy_ZIP=1.23, Synergy_Bliss=1.50, Synergy_Loewe=-1.86, Synergy_HSA=-2.60. (4) Drug 1: C1CN1P(=S)(N2CC2)N3CC3. Drug 2: C(CN)CNCCSP(=O)(O)O. Cell line: COLO 205. Synergy scores: CSS=39.5, Synergy_ZIP=0.712, Synergy_Bliss=1.54, Synergy_Loewe=-39.3, Synergy_HSA=0.0698. (5) Cell line: SK-MEL-28. Drug 1: CC12CCC3C(C1CCC2=O)CC(=C)C4=CC(=O)C=CC34C. Drug 2: C1C(C(OC1N2C=NC(=NC2=O)N)CO)O. Synergy scores: CSS=27.6, Synergy_ZIP=4.04, Synergy_Bliss=6.58, Synergy_Loewe=2.15, Synergy_HSA=4.73. (6) Drug 1: CN(CCCl)CCCl.Cl. Drug 2: C1CCC(C(C1)N)N.C(=O)(C(=O)[O-])[O-].[Pt+4]. Cell line: SK-MEL-28. Synergy scores: CSS=23.3, Synergy_ZIP=-7.17, Synergy_Bliss=-3.21, Synergy_Loewe=-8.83, Synergy_HSA=-0.195.